Dataset: Full USPTO retrosynthesis dataset with 1.9M reactions from patents (1976-2016). Task: Predict the reactants needed to synthesize the given product. Given the product [F:8][C:3]([F:9])([S:4]([O:15][N:16]1[C:20](=[O:21])[CH2:19][CH2:18][C:17]1=[O:22])(=[O:6])=[O:5])[CH2:2][OH:1], predict the reactants needed to synthesize it. The reactants are: [OH:1][CH2:2][C:3]([F:9])([F:8])[S:4](Cl)(=[O:6])=[O:5].C(=O)([O-])O.[Na+].[OH:15][N:16]1[C:20](=[O:21])[CH2:19][CH2:18][C:17]1=[O:22].O.